The task is: Predict which catalyst facilitates the given reaction.. This data is from Catalyst prediction with 721,799 reactions and 888 catalyst types from USPTO. Reactant: [CH2:1]([O:8][C:9]1[CH:14]=[C:13]([C:15]([O:17][CH2:18][CH3:19])=[O:16])[CH:12]=[C:11]([O:20]CC)[C:10]=1[C:23]1[CH:28]=[CH:27][C:26]([F:29])=[CH:25][CH:24]=1)[C:2]1C=CC=CC=1.[H][H]. Product: [CH2:1]([O:8][C:9]1[CH:14]=[C:13]([C:15]([O:17][CH2:18][CH3:19])=[O:16])[CH:12]=[C:11]([OH:20])[C:10]=1[C:23]1[CH:24]=[CH:25][C:26]([F:29])=[CH:27][CH:28]=1)[CH3:2]. The catalyst class is: 354.